From a dataset of Peptide-MHC class I binding affinity with 185,985 pairs from IEDB/IMGT. Regression. Given a peptide amino acid sequence and an MHC pseudo amino acid sequence, predict their binding affinity value. This is MHC class I binding data. (1) The peptide sequence is YLNTPGLPV. The MHC is HLA-A68:02 with pseudo-sequence HLA-A68:02. The binding affinity (normalized) is 0.512. (2) The peptide sequence is LIGFALFGV. The MHC is HLA-B40:01 with pseudo-sequence HLA-B40:01. The binding affinity (normalized) is 0.213. (3) The peptide sequence is LPFYSNVTGF. The MHC is HLA-B35:01 with pseudo-sequence HLA-B35:01. The binding affinity (normalized) is 0.774. (4) The peptide sequence is IYQYYYAL. The MHC is HLA-A68:02 with pseudo-sequence HLA-A68:02. The binding affinity (normalized) is 0.